Dataset: Peptide-MHC class I binding affinity with 185,985 pairs from IEDB/IMGT. Task: Regression. Given a peptide amino acid sequence and an MHC pseudo amino acid sequence, predict their binding affinity value. This is MHC class I binding data. (1) The peptide sequence is VLTGGVMLFF. The MHC is HLA-A24:02 with pseudo-sequence HLA-A24:02. The binding affinity (normalized) is 0.215. (2) The peptide sequence is EVHWNYKER. The MHC is HLA-A68:01 with pseudo-sequence HLA-A68:01. The binding affinity (normalized) is 0.748. (3) The binding affinity (normalized) is 0. The peptide sequence is CLEAKTHFST. The MHC is HLA-A68:02 with pseudo-sequence HLA-A68:02. (4) The peptide sequence is ALNIALIAV. The MHC is HLA-A02:02 with pseudo-sequence HLA-A02:02. The binding affinity (normalized) is 1.00.